This data is from Full USPTO retrosynthesis dataset with 1.9M reactions from patents (1976-2016). The task is: Predict the reactants needed to synthesize the given product. (1) Given the product [C:10]1([CH2:9][O:8][C:6]([NH:5]/[C:4](=[CH:25]/[CH2:24][CH2:23][CH2:33][CH3:32])/[C:3]([O:2][CH3:1])=[O:22])=[O:7])[CH:11]=[CH:12][CH:13]=[CH:14][CH:15]=1, predict the reactants needed to synthesize it. The reactants are: [CH3:1][O:2][C:3](=[O:22])[CH:4](P(OC)(OC)=O)[NH:5][C:6]([O:8][CH2:9][C:10]1[CH:15]=[CH:14][CH:13]=[CH:12][CH:11]=1)=[O:7].[CH2:23]1[CH2:33][CH2:32]N2C(=NCCC2)[CH2:25][CH2:24]1.C(=O)CCCC. (2) Given the product [CH2:23]1[CH:25]([CH2:1][N:2]2[C@@H:12]3[CH2:13][C:14]4[CH:19]=[CH:18][C:17]([OH:20])=[C:16]5[O:21][C@H:6]6[C:7]([CH2:9][CH2:10][C@:11]3([OH:22])[C@:5]6([C:15]=45)[CH2:4][CH2:3]2)=[O:8])[CH2:24]1, predict the reactants needed to synthesize it. The reactants are: [CH3:1][N:2]1[C@@H:12]2[CH2:13][C:14]3[CH:19]=[CH:18][C:17]([OH:20])=[C:16]4[O:21][C@H:6]5[C:7]([CH:9]=[CH:10][C@:11]2([OH:22])[C@:5]5([C:15]=34)[CH2:4][CH2:3]1)=[O:8].[CH:23]1(C=O)[CH2:25][CH2:24]1.C([O-])=O.[NH4+]. (3) Given the product [OH:4][C:5]1[CH:12]=[CH:11][CH:10]=[C:9]([O:13][CH2:14][C:15]2[C:16]([N:21]3[CH2:26][CH2:25][O:24][CH2:23][CH2:22]3)=[N:17][CH:18]=[CH:19][CH:20]=2)[C:6]=1[CH:7]=[O:8], predict the reactants needed to synthesize it. The reactants are: COC[O:4][C:5]1[CH:12]=[CH:11][CH:10]=[C:9]([O:13][CH2:14][C:15]2[C:16]([N:21]3[CH2:26][CH2:25][O:24][CH2:23][CH2:22]3)=[N:17][CH:18]=[CH:19][CH:20]=2)[C:6]=1[CH:7]=[O:8].Cl. (4) Given the product [CH3:41][N:21]1[C:22]2[C:27](=[CH:26][CH:25]=[C:24]([CH3:28])[C:23]=2[C:29]2[CH:30]=[C:31]3[C:36](=[CH:37][CH:38]=2)[N:35]=[C:34]([NH:39][CH3:40])[N:33]=[CH:32]3)[C:19]([NH:18][C:2]2[CH:7]=[CH:6][CH:5]=[C:4]([C:8]([F:11])([F:10])[F:9])[CH:3]=2)=[N:20]1, predict the reactants needed to synthesize it. The reactants are: Br[C:2]1[CH:7]=[CH:6][CH:5]=[C:4]([C:8]([F:11])([F:10])[F:9])[CH:3]=1.CC(C)([O-])C.[Na+].[NH2:18][C:19]1[C:27]2[C:22](=[C:23]([C:29]3[CH:30]=[C:31]4[C:36](=[CH:37][CH:38]=3)[N:35]=[C:34]([NH:39][CH3:40])[N:33]=[CH:32]4)[C:24]([CH3:28])=[CH:25][CH:26]=2)[N:21]([CH3:41])[N:20]=1.CC(C1C=C(C(C)C)C(C2C=CC=CC=2P(C2CCCCC2)C2CCCCC2)=C(C(C)C)C=1)C. (5) Given the product [O:36]=[S:32]1(=[O:35])[CH2:33][CH2:34][N:29]([CH2:28][C:27]2[CH:37]=[CH:38][C:24]([NH:1][C:2]3[N:22]=[C:5]4[C:6]([C:10]5[CH:11]=[CH:12][C:13]([N:16]([CH3:21])[S:17]([CH3:20])(=[O:19])=[O:18])=[CH:14][CH:15]=5)=[CH:7][CH:8]=[CH:9][N:4]4[N:3]=3)=[CH:25][CH:26]=2)[CH2:30][CH2:31]1, predict the reactants needed to synthesize it. The reactants are: [NH2:1][C:2]1[N:22]=[C:5]2[C:6]([C:10]3[CH:15]=[CH:14][C:13]([N:16]([CH3:21])[S:17]([CH3:20])(=[O:19])=[O:18])=[CH:12][CH:11]=3)=[CH:7][CH:8]=[CH:9][N:4]2[N:3]=1.Br[C:24]1[CH:38]=[CH:37][C:27]([CH2:28][N:29]2[CH2:34][CH2:33][S:32](=[O:36])(=[O:35])[CH2:31][CH2:30]2)=[CH:26][CH:25]=1.C1(P(C2CCCCC2)C2C=CC=CC=2C2C=CC=CC=2P(C2CCCCC2)C2CCCCC2)CCCCC1. (6) The reactants are: [Cl:1][C:2]1[N:3]=[N:4][C:5]([C:11]2[CH:16]=[CH:15][CH:14]=[C:13]([F:17])[C:12]=2[F:18])=[CH:6][C:7]=1[C:8]([NH2:10])=O. Given the product [Cl:1][C:2]1[N:3]=[N:4][C:5]([C:11]2[CH:16]=[CH:15][CH:14]=[C:13]([F:17])[C:12]=2[F:18])=[CH:6][C:7]=1[C:8]#[N:10], predict the reactants needed to synthesize it. (7) Given the product [C:30]([O:29][C:27]([N:22]1[CH2:21][CH2:20][C:19]2[C:24](=[CH:25][CH:26]=[C:17]([NH:16][S:12]([C:5]3[C:6]4[C:11](=[CH:10][CH:9]=[CH:8][CH:7]=4)[C:2]([CH3:1])=[CH:3][CH:4]=3)(=[O:14])=[O:13])[CH:18]=2)[CH2:23]1)=[O:28])([CH3:33])([CH3:31])[CH3:32], predict the reactants needed to synthesize it. The reactants are: [CH3:1][C:2]1[C:11]2[C:6](=[CH:7][CH:8]=[CH:9][CH:10]=2)[C:5]([S:12](Cl)(=[O:14])=[O:13])=[CH:4][CH:3]=1.[NH2:16][C:17]1[CH:18]=[C:19]2[C:24](=[CH:25][CH:26]=1)[CH2:23][N:22]([C:27]([O:29][C:30]([CH3:33])([CH3:32])[CH3:31])=[O:28])[CH2:21][CH2:20]2.N1C=CC=CC=1.CN(C1C=CC=CN=1)C. (8) Given the product [Br:1][C:2]1[C:11]2[C:6](=[CH:7][C:8]([S:12]([N:24]([C:25]3[CH:29]=[CH:28][O:27][N:26]=3)[CH2:23][C:22]3[CH:21]=[CH:20][C:19]([O:18][CH3:17])=[CH:31][CH:30]=3)(=[O:14])=[O:13])=[CH:9][CH:10]=2)[C:5](=[O:16])[NH:4][CH:3]=1, predict the reactants needed to synthesize it. The reactants are: [Br:1][C:2]1[C:11]2[C:6](=[CH:7][C:8]([S:12](Cl)(=[O:14])=[O:13])=[CH:9][CH:10]=2)[C:5](=[O:16])[NH:4][CH:3]=1.[CH3:17][O:18][C:19]1[CH:31]=[CH:30][C:22]([CH2:23][NH:24][C:25]2[CH:29]=[CH:28][O:27][N:26]=2)=[CH:21][CH:20]=1.[Li+].C[Si]([N-][Si](C)(C)C)(C)C.